From a dataset of Forward reaction prediction with 1.9M reactions from USPTO patents (1976-2016). Predict the product of the given reaction. Given the reactants [N+:1]([C:4]1[CH:5]=[CH:6][C:7]2[O:12][C@:11]([CH3:18])([CH:13]([O:16][CH3:17])[O:14][CH3:15])[C@@H:10]3[O:19][C@@H:9]3[C:8]=2[CH:20]=1)([O-:3])=[O:2].[CH3:21][O:22][C:23]1[CH:28]=[CH:27][C:26]([NH:29][CH2:30][C:31]2[N:32]=[N:33][N:34]([CH3:36])[N:35]=2)=[CH:25][CH:24]=1, predict the reaction product. The product is: [N+:1]([C:4]1[CH:5]=[CH:6][C:7]2[O:12][C@:11]([CH3:18])([CH:13]([O:16][CH3:17])[O:14][CH3:15])[C@H:10]([OH:19])[C@@H:9]([N:29]([C:26]3[CH:27]=[CH:28][C:23]([O:22][CH3:21])=[CH:24][CH:25]=3)[CH2:30][C:31]3[N:32]=[N:33][N:34]([CH3:36])[N:35]=3)[C:8]=2[CH:20]=1)([O-:3])=[O:2].